This data is from NCI-60 drug combinations with 297,098 pairs across 59 cell lines. The task is: Regression. Given two drug SMILES strings and cell line genomic features, predict the synergy score measuring deviation from expected non-interaction effect. (1) Drug 1: CN(C)C1=NC(=NC(=N1)N(C)C)N(C)C. Drug 2: C(CC(=O)O)C(=O)CN.Cl. Cell line: SW-620. Synergy scores: CSS=-2.95, Synergy_ZIP=2.28, Synergy_Bliss=-0.331, Synergy_Loewe=-4.32, Synergy_HSA=-3.94. (2) Drug 2: CC(C)NC(=O)C1=CC=C(C=C1)CNNC.Cl. Synergy scores: CSS=33.6, Synergy_ZIP=4.71, Synergy_Bliss=6.13, Synergy_Loewe=-7.15, Synergy_HSA=2.84. Cell line: HCC-2998. Drug 1: CCN(CC)CCCC(C)NC1=C2C=C(C=CC2=NC3=C1C=CC(=C3)Cl)OC. (3) Drug 1: C1=CC=C(C(=C1)C(C2=CC=C(C=C2)Cl)C(Cl)Cl)Cl. Drug 2: CC1C(C(CC(O1)OC2CC(CC3=C2C(=C4C(=C3O)C(=O)C5=CC=CC=C5C4=O)O)(C(=O)C)O)N)O. Cell line: HT29. Synergy scores: CSS=45.1, Synergy_ZIP=-7.94, Synergy_Bliss=-4.68, Synergy_Loewe=-2.89, Synergy_HSA=-1.13. (4) Drug 1: C1CN(P(=O)(OC1)NCCCl)CCCl. Drug 2: COCCOC1=C(C=C2C(=C1)C(=NC=N2)NC3=CC=CC(=C3)C#C)OCCOC.Cl. Cell line: K-562. Synergy scores: CSS=0.618, Synergy_ZIP=-1.27, Synergy_Bliss=-0.707, Synergy_Loewe=-9.36, Synergy_HSA=-4.46. (5) Drug 2: C(=O)(N)NO. Cell line: SR. Synergy scores: CSS=38.6, Synergy_ZIP=-2.41, Synergy_Bliss=-5.70, Synergy_Loewe=-37.3, Synergy_HSA=-5.11. Drug 1: C1=CC(=CC=C1CC(C(=O)O)N)N(CCCl)CCCl.Cl. (6) Synergy scores: CSS=36.0, Synergy_ZIP=0.103, Synergy_Bliss=-1.07, Synergy_Loewe=-7.29, Synergy_HSA=-1.69. Drug 2: C#CCC(CC1=CN=C2C(=N1)C(=NC(=N2)N)N)C3=CC=C(C=C3)C(=O)NC(CCC(=O)O)C(=O)O. Cell line: MCF7. Drug 1: CS(=O)(=O)CCNCC1=CC=C(O1)C2=CC3=C(C=C2)N=CN=C3NC4=CC(=C(C=C4)OCC5=CC(=CC=C5)F)Cl. (7) Drug 1: COC1=C(C=C2C(=C1)N=CN=C2NC3=CC(=C(C=C3)F)Cl)OCCCN4CCOCC4. Drug 2: C1=NC2=C(N1)C(=S)N=CN2. Cell line: MOLT-4. Synergy scores: CSS=48.1, Synergy_ZIP=-3.56, Synergy_Bliss=-7.08, Synergy_Loewe=-15.4, Synergy_HSA=-5.08. (8) Drug 1: CN(C)C1=NC(=NC(=N1)N(C)C)N(C)C. Drug 2: C1=NC(=NC(=O)N1C2C(C(C(O2)CO)O)O)N. Cell line: MOLT-4. Synergy scores: CSS=-8.76, Synergy_ZIP=0.231, Synergy_Bliss=-8.90, Synergy_Loewe=-19.0, Synergy_HSA=-13.5. (9) Drug 1: CC(C1=C(C=CC(=C1Cl)F)Cl)OC2=C(N=CC(=C2)C3=CN(N=C3)C4CCNCC4)N. Drug 2: N.N.Cl[Pt+2]Cl. Cell line: EKVX. Synergy scores: CSS=3.80, Synergy_ZIP=-1.45, Synergy_Bliss=-0.364, Synergy_Loewe=-5.24, Synergy_HSA=-1.38. (10) Drug 1: CN(CC1=CN=C2C(=N1)C(=NC(=N2)N)N)C3=CC=C(C=C3)C(=O)NC(CCC(=O)O)C(=O)O. Drug 2: CC1CCCC2(C(O2)CC(NC(=O)CC(C(C(=O)C(C1O)C)(C)C)O)C(=CC3=CSC(=N3)C)C)C. Cell line: HCT-15. Synergy scores: CSS=63.9, Synergy_ZIP=-1.74, Synergy_Bliss=-2.97, Synergy_Loewe=-9.47, Synergy_HSA=0.429.